Dataset: Catalyst prediction with 721,799 reactions and 888 catalyst types from USPTO. Task: Predict which catalyst facilitates the given reaction. (1) Reactant: C[O:2][C:3](=[O:27])[CH2:4][C:5]1[C:13]2[C:8](=[N:9][CH:10]=[CH:11][CH:12]=2)[N:7]([CH:14]([C:16]2[CH:21]=[CH:20][C:19]([S:22]([CH3:25])(=[O:24])=[O:23])=[CH:18][CH:17]=2)[CH3:15])[C:6]=1[CH3:26].CO.[OH-].[Li+]. Product: [CH3:25][S:22]([C:19]1[CH:20]=[CH:21][C:16]([CH:14]([N:7]2[C:8]3=[N:9][CH:10]=[CH:11][CH:12]=[C:13]3[C:5]([CH2:4][C:3]([OH:27])=[O:2])=[C:6]2[CH3:26])[CH3:15])=[CH:17][CH:18]=1)(=[O:23])=[O:24]. The catalyst class is: 1. (2) Reactant: [CH3:1][O:2][C:3]1[CH:8]=[CH:7][C:6]([N:9]([CH2:18][C:19]2[CH:24]=[CH:23][C:22]([CH3:25])=[CH:21][CH:20]=2)[CH2:10][C:11]2[CH:16]=[CH:15][C:14]([CH3:17])=[CH:13][CH:12]=2)=[CH:5][C:4]=1[N+:26]([O-])=O.[Cl-].[Ca+2].[Cl-]. Product: [CH3:1][O:2][C:3]1[CH:8]=[CH:7][C:6]([N:9]([CH2:18][C:19]2[CH:20]=[CH:21][C:22]([CH3:25])=[CH:23][CH:24]=2)[CH2:10][C:11]2[CH:16]=[CH:15][C:14]([CH3:17])=[CH:13][CH:12]=2)=[CH:5][C:4]=1[NH2:26]. The catalyst class is: 490. (3) Reactant: Cl[C:2]1[CH:3]=[CH:4][C:5]2[C:6]([N:18]=1)=[N:7][C:8]([C:12]1[CH:17]=[CH:16][CH:15]=[CH:14][CH:13]=1)=[C:9]([OH:11])[N:10]=2.O.[NH2:20][NH2:21].CCOC(C)=O.O. Product: [NH:20]([C:2]1[CH:3]=[CH:4][C:5]2[C:6]([N:18]=1)=[N:7][C:8]([C:12]1[CH:17]=[CH:16][CH:15]=[CH:14][CH:13]=1)=[C:9]([OH:11])[N:10]=2)[NH2:21]. The catalyst class is: 12.